From a dataset of Forward reaction prediction with 1.9M reactions from USPTO patents (1976-2016). Predict the product of the given reaction. (1) Given the reactants [N:1]1[C:10]2[C:5](=[CH:6][CH:7]=[CH:8][CH:9]=2)[C:4]([CH:11]=O)=[CH:3][CH:2]=1.[Cl:13][C:14]1[CH:19]=[CH:18][C:17]([N:20]2[CH2:25][CH2:24][NH:23][CH2:22][CH2:21]2)=[CH:16][C:15]=1[O:26][CH3:27].N1C2C=CC=C[C:31]=2N=N1.C[Mg]Cl.C1COCC1, predict the reaction product. The product is: [Cl:13][C:14]1[CH:19]=[CH:18][C:17]([N:20]2[CH2:21][CH2:22][N:23]([CH:11]([C:4]3[C:5]4[C:10](=[CH:9][CH:8]=[CH:7][CH:6]=4)[N:1]=[CH:2][CH:3]=3)[CH3:31])[CH2:24][CH2:25]2)=[CH:16][C:15]=1[O:26][CH3:27]. (2) The product is: [Cl:14][C:15]1[CH:21]=[CH:20][C:18]([NH:19][C:6](=[O:11])[C:7]([F:8])([F:9])[F:10])=[C:17]([I:22])[CH:16]=1. Given the reactants [F:8][C:7]([F:10])([F:9])[C:6](O[C:6](=[O:11])[C:7]([F:10])([F:9])[F:8])=[O:11].[Cl:14][C:15]1[CH:21]=[CH:20][C:18]([NH2:19])=[C:17]([I:22])[CH:16]=1.C(N(CC)CC)C.C1(C)C=CC=CC=1, predict the reaction product. (3) Given the reactants N(C(C)C)C(C)C.[Li]CCCC.[Cl:13][C:14]1[CH:20]=[CH:19][CH:18]=[CH:17][C:15]=1[NH2:16].[Br:21][C:22]1[C:27]([C:28]([OH:30])=[O:29])=[C:26](F)[C:25]([F:32])=[C:24]([F:33])[CH:23]=1, predict the reaction product. The product is: [Br:21][C:22]1[C:27]([C:28]([OH:30])=[O:29])=[C:26]([NH:16][C:15]2[CH:17]=[CH:18][CH:19]=[CH:20][C:14]=2[Cl:13])[C:25]([F:32])=[C:24]([F:33])[CH:23]=1. (4) Given the reactants C[O:2][C:3](=[O:37])[CH2:4][C@H:5]([OH:36])[CH2:6][C@H:7]([OH:35])[CH2:8][CH2:9][C:10]1[N:11]([CH:32]([CH3:34])[CH3:33])[C:12]([C:28](=[O:31])[NH:29][CH3:30])=[C:13]([C:22]2[CH:27]=[CH:26][CH:25]=[CH:24][CH:23]=2)[C:14]=1[C:15]1[CH:20]=[CH:19][C:18]([F:21])=[CH:17][CH:16]=1.C(O)C.O.[OH-].[Na+:43], predict the reaction product. The product is: [Na+:43].[F:21][C:18]1[CH:19]=[CH:20][C:15]([C:14]2[C:13]([C:22]3[CH:27]=[CH:26][CH:25]=[CH:24][CH:23]=3)=[C:12]([C:28](=[O:31])[NH:29][CH3:30])[N:11]([CH:32]([CH3:34])[CH3:33])[C:10]=2[CH2:9][CH2:8][C@@H:7]([OH:35])[CH2:6][C@@H:5]([OH:36])[CH2:4][C:3]([O-:37])=[O:2])=[CH:16][CH:17]=1. (5) The product is: [CH2:1]([N:3]1[CH2:8][CH2:7][N:6]([C:9]2[C:18]3[C:13](=[CH:14][CH:15]=[CH:16][CH:17]=3)[CH:12]=[C:11]([C:19]3[CH:24]=[CH:23][C:22]([C:25](=[O:37])[NH:26][CH2:27][CH2:28][OH:29])=[CH:21][CH:20]=3)[N:10]=2)[CH2:5][CH2:4]1)[CH3:2]. Given the reactants [CH2:1]([N:3]1[CH2:8][CH2:7][N:6]([C:9]2[C:18]3[C:13](=[CH:14][CH:15]=[CH:16][CH:17]=3)[CH:12]=[C:11]([C:19]3[CH:24]=[CH:23][C:22]([C:25](=[O:37])[NH:26][CH2:27][CH2:28][O:29]CC4C=CC=CC=4)=[CH:21][CH:20]=3)[N:10]=2)[CH2:5][CH2:4]1)[CH3:2].Cl, predict the reaction product. (6) Given the reactants [Br:1][C:2]1[CH:7]=[CH:6][C:5]([S:8](C(C)C)(=[O:10])=[O:9])=[CH:4][CH:3]=1.[Li+].[CH3:15][CH:16]([N-]C(C)C)[CH3:17].I[CH2:23][CH3:24].[CH2:25]1COCC1, predict the reaction product. The product is: [Br:1][C:2]1[CH:3]=[CH:4][C:5]([S:8]([C:23]([CH3:24])([CH:16]([CH3:17])[CH3:15])[CH3:25])(=[O:9])=[O:10])=[CH:6][CH:7]=1. (7) Given the reactants [CH:1]([N:14]1[CH2:17][C:16](=O)[CH2:15]1)([C:8]1[CH:13]=[CH:12][CH:11]=[CH:10][CH:9]=1)[C:2]1[CH:7]=[CH:6][CH:5]=[CH:4][CH:3]=1.[C:19]([CH:24]=P(C1C=CC=CC=1)(C1C=CC=CC=1)C1C=CC=CC=1)([O:21][CH2:22][CH3:23])=[O:20], predict the reaction product. The product is: [CH2:22]([O:21][C:19](=[O:20])[CH:24]=[C:16]1[CH2:17][N:14]([CH:1]([C:8]2[CH:13]=[CH:12][CH:11]=[CH:10][CH:9]=2)[C:2]2[CH:7]=[CH:6][CH:5]=[CH:4][CH:3]=2)[CH2:15]1)[CH3:23]. (8) Given the reactants C(OC([N:8]1[CH2:13][CH2:12][N:11]([NH:14][C:15](=[O:38])[CH2:16][C:17]2[C:25]3[C:20](=[CH:21][CH:22]=[C:23]([O:26][CH3:27])[CH:24]=3)[N:19]([C:28](=[O:36])[C:29]3[CH:34]=[CH:33][C:32]([Cl:35])=[CH:31][CH:30]=3)[C:18]=2[CH3:37])[CH2:10][CH2:9]1)=O)(C)(C)C.FC(F)(F)C(O)=O, predict the reaction product. The product is: [N:11]1([NH:14][C:15](=[O:38])[CH2:16][C:17]2[C:25]3[C:20](=[CH:21][CH:22]=[C:23]([O:26][CH3:27])[CH:24]=3)[N:19]([C:28](=[O:36])[C:29]3[CH:34]=[CH:33][C:32]([Cl:35])=[CH:31][CH:30]=3)[C:18]=2[CH3:37])[CH2:12][CH2:13][NH:8][CH2:9][CH2:10]1. (9) Given the reactants [Br:1][C:2]1[CH:3]=[N:4][C:5](I)=[N:6][CH:7]=1.C[Si](C)(C)[C:11]([F:14])([F:13])[F:12].[F-].[K+], predict the reaction product. The product is: [Br:1][C:2]1[CH:3]=[N:4][C:5]([C:11]([F:14])([F:13])[F:12])=[N:6][CH:7]=1. (10) Given the reactants [CH2:1]([S:8][C:9]1[N:21]=[CH:20][CH:19]=[CH:18][C:10]=1[C:11]([NH:13][O:14][CH2:15][CH2:16][OH:17])=O)[C:2]1[CH:7]=[CH:6][CH:5]=[CH:4][CH:3]=1.S(Cl)(Cl)=O, predict the reaction product. The product is: [CH2:1]([S:8][C:9]1[C:10]([C:11]2[O:17][CH2:16][CH2:15][O:14][N:13]=2)=[CH:18][CH:19]=[CH:20][N:21]=1)[C:2]1[CH:7]=[CH:6][CH:5]=[CH:4][CH:3]=1.